Dataset: Peptide-MHC class I binding affinity with 185,985 pairs from IEDB/IMGT. Task: Regression. Given a peptide amino acid sequence and an MHC pseudo amino acid sequence, predict their binding affinity value. This is MHC class I binding data. (1) The peptide sequence is MTYKAAVL. The MHC is HLA-B35:01 with pseudo-sequence HLA-B35:01. The binding affinity (normalized) is 0. (2) The peptide sequence is SLELIIIHTK. The MHC is HLA-A11:01 with pseudo-sequence HLA-A11:01. The binding affinity (normalized) is 0.337. (3) The peptide sequence is RTFSFQLI. The MHC is Mamu-A01 with pseudo-sequence Mamu-A01. The binding affinity (normalized) is 0.253. (4) The peptide sequence is YRFLSLDGY. The MHC is HLA-B27:05 with pseudo-sequence HLA-B27:05. The binding affinity (normalized) is 0.595.